From a dataset of Forward reaction prediction with 1.9M reactions from USPTO patents (1976-2016). Predict the product of the given reaction. (1) Given the reactants [Cl:1][C:2]1[C:7]([I:8])=[CH:6][C:5]([NH:9][CH2:10][C:11]([O:13]CC)=[O:12])=[C:4]([O:16][CH3:17])[CH:3]=1.O[Li].O, predict the reaction product. The product is: [Cl:1][C:2]1[C:7]([I:8])=[CH:6][C:5]([NH:9][CH2:10][C:11]([OH:13])=[O:12])=[C:4]([O:16][CH3:17])[CH:3]=1. (2) Given the reactants [CH3:1][C:2]1[CH:7]=[CH:6][N:5]=[C:4]([Mg]Br)[CH:3]=1.C1C[O:13][CH2:12]C1.CN(C=O)C, predict the reaction product. The product is: [CH3:1][C:2]1[CH:7]=[CH:6][N:5]=[C:4]([CH:12]=[O:13])[CH:3]=1. (3) Given the reactants Cl.[Cl:2][C:3]1[C:4]([F:11])=[C:5]([NH:9][NH2:10])[CH:6]=[CH:7][CH:8]=1.[C:12](/[C:14](=[CH:20]\OCC)/[C:15]([O:17][CH2:18][CH3:19])=[O:16])#[N:13].C(N(CC)CC)C, predict the reaction product. The product is: [NH2:13][C:12]1[N:9]([C:5]2[CH:6]=[CH:7][CH:8]=[C:3]([Cl:2])[C:4]=2[F:11])[N:10]=[CH:20][C:14]=1[C:15]([O:17][CH2:18][CH3:19])=[O:16].